From a dataset of Forward reaction prediction with 1.9M reactions from USPTO patents (1976-2016). Predict the product of the given reaction. (1) Given the reactants [NH2:1][C:2]1[C:3]2[C:10](I)=[CH:9][N:8]([C@@H:12]3[O:16][CH:15]([CH2:17][OH:18])[CH:14]([OH:19])[C@:13]3([F:21])[CH3:20])[C:4]=2[N:5]=[CH:6][N:7]=1.NC1C2C(I)=CN([C@@H]3O[C@H](CO)[C@@H](O)[C@]3(F)C)C=2N=CN=1.[S:43]1[CH:47]=[CH:46][CH:45]=[C:44]1B(O)O.CC([O-])=O.[K+], predict the reaction product. The product is: [NH2:1][C:2]1[C:3]2[C:10]([C:44]3[S:43][CH:47]=[CH:46][CH:45]=3)=[CH:9][N:8]([C@@H:12]3[O:16][CH:15]([CH2:17][OH:18])[CH:14]([OH:19])[C@:13]3([F:21])[CH3:20])[C:4]=2[N:5]=[CH:6][N:7]=1. (2) Given the reactants C[O:2][C:3]1[N:8]=[CH:7][C:6]([C:9]2[CH:18]=[CH:17][C:12]([C:13]([O:15][CH3:16])=[O:14])=[CH:11][CH:10]=2)=[CH:5][CH:4]=1.B(Br)(Br)Br, predict the reaction product. The product is: [OH:2][C:3]1[N:8]=[CH:7][C:6]([C:9]2[CH:18]=[CH:17][C:12]([C:13]([O:15][CH3:16])=[O:14])=[CH:11][CH:10]=2)=[CH:5][CH:4]=1. (3) Given the reactants CS(O[CH2:6][CH2:7][O:8][CH2:9][CH2:10][O:11][C:12]1[CH:17]=[CH:16][C:15]([C:18]#[N:19])=[CH:14][CH:13]=1)(=O)=O.[CH2:20]([NH:22][C:23]([N:25]1[CH2:32][CH:31]2[CH2:33][CH:27]([CH2:28][NH:29][CH2:30]2)[CH2:26]1)=[O:24])[CH3:21].C([O-])([O-])=O.[K+].[K+], predict the reaction product. The product is: [C:18]([C:15]1[CH:14]=[CH:13][C:12]([O:11][CH2:10][CH2:9][O:8][CH2:7][CH2:6][N:29]2[CH2:28][CH:27]3[CH2:33][CH:31]([CH2:32][N:25]([C:23]([NH:22][CH2:20][CH3:21])=[O:24])[CH2:26]3)[CH2:30]2)=[CH:17][CH:16]=1)#[N:19]. (4) The product is: [Cl:21][C:22]1[CH:27]=[CH:26][C:25]([NH:28][C:29]([NH:1][CH2:2][C:3]2[C:12](=[O:13])[C:11]3[C:6](=[CH:7][C:8]([Cl:14])=[CH:9][CH:10]=3)[N:5]([C:15]3[CH:16]=[CH:17][CH:18]=[CH:19][CH:20]=3)[CH:4]=2)=[O:30])=[CH:24][C:23]=1[F:31]. Given the reactants [NH2:1][CH2:2][C:3]1[C:12](=[O:13])[C:11]2[C:6](=[CH:7][C:8]([Cl:14])=[CH:9][CH:10]=2)[N:5]([C:15]2[CH:20]=[CH:19][CH:18]=[CH:17][CH:16]=2)[CH:4]=1.[Cl:21][C:22]1[CH:27]=[CH:26][C:25]([N:28]=[C:29]=[O:30])=[CH:24][C:23]=1[F:31], predict the reaction product. (5) The product is: [C:1]1([CH:7]([CH2:8][CH2:9][OH:10])[CH2:12][CH2:13][OH:14])[CH:6]=[CH:5][CH:4]=[CH:3][CH:2]=1. Given the reactants [C:1]1([CH:7]([CH2:12][C:13](O)=[O:14])[CH2:8][C:9](O)=[O:10])[CH:6]=[CH:5][CH:4]=[CH:3][CH:2]=1.[H-].[Al+3].[Li+].[H-].[H-].[H-].C(O)(C)C.Cl, predict the reaction product.